From a dataset of CYP1A2 inhibition data for predicting drug metabolism from PubChem BioAssay. Regression/Classification. Given a drug SMILES string, predict its absorption, distribution, metabolism, or excretion properties. Task type varies by dataset: regression for continuous measurements (e.g., permeability, clearance, half-life) or binary classification for categorical outcomes (e.g., BBB penetration, CYP inhibition). Dataset: cyp1a2_veith. The molecule is COc1ccc([C@@H]2Sc3ccccc3N(CCN(C)C)C(=O)[C@@H]2OC(C)=O)cc1. The result is 0 (non-inhibitor).